From a dataset of Reaction yield outcomes from USPTO patents with 853,638 reactions. Predict the reaction yield, written as a fraction of the theoretical maximum amount of product (1.0 means a 100% yield; for example, 0.34 means a 34% yield). The reactants are [CH3:1][C:2]1[N:7]=[CH:6][C:5]([C:8]2[CH:9]=[CH:10][C:11]3[N:17]4[CH2:18][C@H:14]([CH2:15][CH2:16]4)[NH:13][C:12]=3[N:19]=2)=[CH:4][CH:3]=1.C(N(CC)CC)C.ClC(Cl)(O[C:31](=[O:37])OC(Cl)(Cl)Cl)Cl.[CH:39]1[C:48]2[CH:47]=[CH:46][CH:45]=[C:44]([NH2:49])[C:43]=2[CH:42]=[CH:41][N:40]=1. The catalyst is O1CCCC1. The product is [CH:39]1[C:48]2[C:43](=[C:44]([NH:49][C:31]([N:13]3[C@@H:14]4[CH2:18][N:17]([CH2:16][CH2:15]4)[C:11]4[CH:10]=[CH:9][C:8]([C:5]5[CH:6]=[N:7][C:2]([CH3:1])=[CH:3][CH:4]=5)=[N:19][C:12]3=4)=[O:37])[CH:45]=[CH:46][CH:47]=2)[CH:42]=[CH:41][N:40]=1. The yield is 0.250.